From a dataset of Full USPTO retrosynthesis dataset with 1.9M reactions from patents (1976-2016). Predict the reactants needed to synthesize the given product. (1) Given the product [CH3:1][N:2]([CH:16]1[CH2:21][CH2:20][N:19]([CH3:22])[CH2:18][CH2:17]1)[S:3]([C:6]1[CH:11]=[CH:10][C:9]([NH:24][CH3:23])=[C:8]([N+:13]([O-:15])=[O:14])[CH:7]=1)(=[O:5])=[O:4], predict the reactants needed to synthesize it. The reactants are: [CH3:1][N:2]([CH:16]1[CH2:21][CH2:20][N:19]([CH3:22])[CH2:18][CH2:17]1)[S:3]([C:6]1[CH:11]=[CH:10][C:9](Cl)=[C:8]([N+:13]([O-:15])=[O:14])[CH:7]=1)(=[O:5])=[O:4].[CH3:23][NH2:24]. (2) The reactants are: [C:1]([BH3-])#N.[Na+].[Br:5][C:6]1[CH:7]=[CH:8][C:9]([CH2:12][NH:13][CH:14]2[CH2:19][CH2:18][N:17]([C:20]([O:22][C:23]([CH3:26])([CH3:25])[CH3:24])=[O:21])[CH2:16][CH2:15]2)=[N:10][CH:11]=1.Cl.C([O-])(O)=O.[Na+]. Given the product [Br:5][C:6]1[CH:7]=[CH:8][C:9]([CH2:12][N:13]([CH3:1])[CH:14]2[CH2:15][CH2:16][N:17]([C:20]([O:22][C:23]([CH3:26])([CH3:25])[CH3:24])=[O:21])[CH2:18][CH2:19]2)=[N:10][CH:11]=1, predict the reactants needed to synthesize it. (3) The reactants are: [C:1]([C:4]1[C:12]2[C:7](=[CH:8][CH:9]=[C:10]([OH:13])[CH:11]=2)[N:6]([CH2:14][C:15]([OH:17])=O)[CH:5]=1)(=[O:3])[CH3:2].CCN(C(C)C)C(C)C.Cl.[Cl:28][C:29]1[C:30]([F:45])=[C:31]([CH:42]=[CH:43][CH:44]=1)[CH2:32][NH:33][C:34]([C@@H:36]1[CH2:40][C@@H:39]([F:41])[CH2:38][NH:37]1)=[O:35].CN(C(ON1N=NC2C=CC=NC1=2)=[N+](C)C)C.F[P-](F)(F)(F)(F)F. Given the product [Cl:28][C:29]1[C:30]([F:45])=[C:31]([CH:42]=[CH:43][CH:44]=1)[CH2:32][NH:33][C:34]([C@@H:36]1[CH2:40][C@@H:39]([F:41])[CH2:38][N:37]1[C:15](=[O:17])[CH2:14][N:6]1[C:7]2[C:12](=[CH:11][C:10]([OH:13])=[CH:9][CH:8]=2)[C:4]([C:1](=[O:3])[CH3:2])=[CH:5]1)=[O:35], predict the reactants needed to synthesize it. (4) Given the product [CH2:1]([O:8][C:9]1[CH:10]=[C:11]([CH:19]([CH3:23])[C:20]([Cl:27])=[O:21])[CH:12]=[C:13]([C:15]([F:18])([F:17])[F:16])[CH:14]=1)[C:2]1[CH:7]=[CH:6][CH:5]=[CH:4][CH:3]=1, predict the reactants needed to synthesize it. The reactants are: [CH2:1]([O:8][C:9]1[CH:10]=[C:11]([CH:19]([CH3:23])[C:20](O)=[O:21])[CH:12]=[C:13]([C:15]([F:18])([F:17])[F:16])[CH:14]=1)[C:2]1[CH:7]=[CH:6][CH:5]=[CH:4][CH:3]=1.C(Cl)(=O)C([Cl:27])=O. (5) Given the product [C:18]([O:17][C:15]([N:22]1[CH2:27][CH2:26][CH:25]([CH2:28][NH:29][C:6]2[C:5]([C:9]([O:11][CH2:12][CH3:13])=[O:10])=[CH:4][N:3]=[C:2]([Cl:1])[N:7]=2)[CH2:24][CH2:23]1)=[O:16])([CH3:21])([CH3:20])[CH3:19], predict the reactants needed to synthesize it. The reactants are: [Cl:1][C:2]1[N:7]=[C:6](Cl)[C:5]([C:9]([O:11][CH2:12][CH3:13])=[O:10])=[CH:4][N:3]=1.Cl.[C:15]([N:22]1[CH2:27][CH2:26][CH:25]([CH2:28][NH2:29])[CH2:24][CH2:23]1)([O:17][C:18]([CH3:21])([CH3:20])[CH3:19])=[O:16].CCN(C(C)C)C(C)C.O. (6) The reactants are: [CH3:1][O:2][C:3](=[O:47])[CH2:4][S:5][CH2:6][CH2:7][CH2:8][S:9][C@@H:10]1[CH:14](/[CH:15]=[CH:16]/[CH:17]([O:30][Si:31]([C:34]([CH3:37])([CH3:36])[CH3:35])([CH3:33])[CH3:32])[CH2:18][CH2:19][C:20]2[S:24][C:23]3[CH:25]=[CH:26][CH:27]=[CH:28][C:22]=3[C:21]=2[Cl:29])[C@H:13](O)[CH:12]=[C:11]1[O:39][Si](C(C)(C)C)(C)C. Given the product [CH3:1][O:2][C:3](=[O:47])[CH2:4][S:5][CH2:6][CH2:7][CH2:8][S:9][C@H:10]1[C:11](=[O:39])[CH:12]=[CH:13][CH:14]1/[CH:15]=[CH:16]/[CH:17]([O:30][Si:31]([C:34]([CH3:36])([CH3:35])[CH3:37])([CH3:32])[CH3:33])[CH2:18][CH2:19][C:20]1[S:24][C:23]2[CH:25]=[CH:26][CH:27]=[CH:28][C:22]=2[C:21]=1[Cl:29], predict the reactants needed to synthesize it.